This data is from Forward reaction prediction with 1.9M reactions from USPTO patents (1976-2016). The task is: Predict the product of the given reaction. (1) Given the reactants [OH:1][CH:2]1[C:11]([CH3:13])([CH3:12])[C:10](=[O:14])[NH:9][C:8]2[N:7]=[CH:6][C:5](/[CH:15]=[CH:16]/[C:17]([O:19]C(C)(C)C)=[O:18])=[CH:4][C:3]1=2.C(O)(C(F)(F)F)=O.C(Cl)[Cl:32], predict the reaction product. The product is: [ClH:32].[OH:1][CH:2]1[C:11]([CH3:13])([CH3:12])[C:10](=[O:14])[NH:9][C:8]2[N:7]=[CH:6][C:5](/[CH:15]=[CH:16]/[C:17]([OH:19])=[O:18])=[CH:4][C:3]1=2. (2) The product is: [Si:1]([O:18][CH2:19][C:20]1[C:25]([N:26]2[CH2:31][C@H:30]([CH3:32])[O:29][C@H:28]([CH3:33])[CH2:27]2)=[C:24]([F:34])[C:23]([F:35])=[C:22]([C:39]([C:41]2[C:42]([CH3:47])=[N:43][O:44][C:45]=2[CH3:46])=[O:40])[CH:21]=1)([C:14]([CH3:16])([CH3:17])[CH3:15])([C:2]1[CH:7]=[CH:6][CH:5]=[CH:4][CH:3]=1)[C:8]1[CH:13]=[CH:12][CH:11]=[CH:10][CH:9]=1. Given the reactants [Si:1]([O:18][CH2:19][C:20]1[C:25]([N:26]2[CH2:31][C@H:30]([CH3:32])[O:29][C@H:28]([CH3:33])[CH2:27]2)=[C:24]([F:34])[C:23]([F:35])=[CH:22][CH:21]=1)([C:14]([CH3:17])([CH3:16])[CH3:15])([C:8]1[CH:13]=[CH:12][CH:11]=[CH:10][CH:9]=1)[C:2]1[CH:7]=[CH:6][CH:5]=[CH:4][CH:3]=1.CON(C)[C:39]([C:41]1[C:42]([CH3:47])=[N:43][O:44][C:45]=1[CH3:46])=[O:40], predict the reaction product. (3) Given the reactants [CH:1]([C:3]([CH2:5][CH3:6])=[O:4])=[CH2:2].[C:7]1([CH:13]2[C:18](=[O:19])[CH2:17][CH2:16][CH2:15][C:14]2=[O:20])[CH:12]=[CH:11][CH:10]=[CH:9][CH:8]=1.C(N(CC)CC)C, predict the reaction product. The product is: [O:4]=[C:3]([CH2:5][CH3:6])[CH2:1][CH2:2][C:13]1([C:7]2[CH:12]=[CH:11][CH:10]=[CH:9][CH:8]=2)[C:18](=[O:19])[CH2:17][CH2:16][CH2:15][C:14]1=[O:20].